From a dataset of Forward reaction prediction with 1.9M reactions from USPTO patents (1976-2016). Predict the product of the given reaction. Given the reactants Cl[C:2]1[C:3]2[C:4](=[CH:15][N:16](CC3C=CC(OC)=CC=3)[N:17]=2)[N:5]=[C:6]([CH:8]2[CH2:13][CH2:12][N:11]([CH3:14])[CH2:10][CH2:9]2)[N:7]=1.[NH:27]1[CH:31]=[CH:30][C:29]([NH2:32])=[N:28]1.Cl, predict the reaction product. The product is: [CH3:14][N:11]1[CH2:10][CH2:9][CH:8]([C:6]2[N:7]=[C:2]([NH:32][C:29]3[CH:30]=[CH:31][NH:27][N:28]=3)[C:3]3[NH:17][N:16]=[CH:15][C:4]=3[N:5]=2)[CH2:13][CH2:12]1.